This data is from Forward reaction prediction with 1.9M reactions from USPTO patents (1976-2016). The task is: Predict the product of the given reaction. (1) Given the reactants [N:1]1([C:11]([C:13]2[CH:17]=[C:16]([CH:18]3[CH2:23][CH2:22][NH:21][CH2:20][CH2:19]3)[S:15][CH:14]=2)=[O:12])[C@@H:10]2[C@@H:5]([CH2:6][CH2:7][CH2:8][CH2:9]2)[CH2:4][CH2:3][CH2:2]1.C(N(CC)CC)C.C(O)(=O)C.[C:35](Cl)(=[O:38])[CH2:36][OH:37].C[O-].[Na+], predict the reaction product. The product is: [OH:38][CH2:35][C:36]([N:21]1[CH2:20][CH2:19][CH:18]([C:16]2[S:15][CH:14]=[C:13]([C:11]([N:1]3[C@@H:10]4[C@@H:5]([CH2:6][CH2:7][CH2:8][CH2:9]4)[CH2:4][CH2:3][CH2:2]3)=[O:12])[CH:17]=2)[CH2:23][CH2:22]1)=[O:37]. (2) Given the reactants [Br:1][C:2]1[CH:10]=[CH:9][C:5]([C:6](O)=[O:7])=[C:4]([CH3:11])[CH:3]=1.B.C1COCC1.C([O-])([O-])=O.[K+].[K+].O, predict the reaction product. The product is: [Br:1][C:2]1[CH:10]=[CH:9][C:5]([CH2:6][OH:7])=[C:4]([CH3:11])[CH:3]=1. (3) Given the reactants [CH3:1][C:2]1([CH3:38])[C:10]2[C:5](=[CH:6][CH:7]=[C:8]([C:11]3[CH:16]=[CH:15][C:14]([C:17]([F:20])([F:19])[F:18])=[CH:13][CH:12]=3)[CH:9]=2)[N:4]([S:21]([C:24]2[CH:29]=[CH:28][C:27]([N:30]([CH3:37])[CH2:31][C:32]([O:34]CC)=[O:33])=[CH:26][CH:25]=2)(=[O:23])=[O:22])[CH2:3]1.[OH-].[Li+].Cl, predict the reaction product. The product is: [CH3:1][C:2]1([CH3:38])[C:10]2[C:5](=[CH:6][CH:7]=[C:8]([C:11]3[CH:16]=[CH:15][C:14]([C:17]([F:19])([F:18])[F:20])=[CH:13][CH:12]=3)[CH:9]=2)[N:4]([S:21]([C:24]2[CH:29]=[CH:28][C:27]([N:30]([CH3:37])[CH2:31][C:32]([OH:34])=[O:33])=[CH:26][CH:25]=2)(=[O:23])=[O:22])[CH2:3]1. (4) Given the reactants Cl[C:2]1[N:7]=[C:6]([O:8][C:9]2[C:18]3[C:13](=[CH:14][CH:15]=[CH:16][CH:17]=3)[C:12]([NH:19][C:20]([NH:22][C:23]3[N:27]([C:28]4[CH:33]=[CH:32][C:31]([CH3:34])=[CH:30][CH:29]=4)[N:26]=[C:25]([Si:35]([CH3:38])([CH3:37])[CH3:36])[CH:24]=3)=[O:21])=[CH:11][CH:10]=2)[CH:5]=[CH:4][N:3]=1.[NH2:39][C:40]1[CH:41]=[C:42]2[C:46](=[CH:47][CH:48]=1)[C:45](=[O:49])[NH:44][CH2:43]2, predict the reaction product. The product is: [O:49]=[C:45]1[C:46]2[C:42](=[CH:41][C:40]([NH:39][C:2]3[N:7]=[C:6]([O:8][C:9]4[C:18]5[C:13](=[CH:14][CH:15]=[CH:16][CH:17]=5)[C:12]([NH:19][C:20]([NH:22][C:23]5[N:27]([C:28]6[CH:29]=[CH:30][C:31]([CH3:34])=[CH:32][CH:33]=6)[N:26]=[C:25]([Si:35]([CH3:36])([CH3:38])[CH3:37])[CH:24]=5)=[O:21])=[CH:11][CH:10]=4)[CH:5]=[CH:4][N:3]=3)=[CH:48][CH:47]=2)[CH2:43][NH:44]1.